Task: Predict the reactants needed to synthesize the given product.. Dataset: Full USPTO retrosynthesis dataset with 1.9M reactions from patents (1976-2016) (1) Given the product [CH2:10]([NH:17][C:18]1[N:23]=[C:22]2[O:24][C:25]([C:31]3[CH:32]=[CH:33][C:34]([F:37])=[CH:35][CH:36]=3)=[C:26]([C:27]([NH:28][CH3:29])=[O:30])[C:21]2=[CH:20][C:19]=1[C:38]1[CH:46]=[CH:45][CH:44]=[C:40]([C:41](=[O:42])[NH:62][C:57]23[CH2:60][CH:59]([CH2:58]2)[CH2:56]3)[CH:39]=1)[C:11]1[CH:16]=[CH:15][CH:14]=[CH:13][CH:12]=1, predict the reactants needed to synthesize it. The reactants are: C(N(C(C)C)C(C)C)C.[CH2:10]([NH:17][C:18]1[N:23]=[C:22]2[O:24][C:25]([C:31]3[CH:36]=[CH:35][C:34]([F:37])=[CH:33][CH:32]=3)=[C:26]([C:27](=[O:30])[NH:28][CH3:29])[C:21]2=[CH:20][C:19]=1[C:38]1[CH:39]=[C:40]([CH:44]=[CH:45][CH:46]=1)[C:41](O)=[O:42])[C:11]1[CH:16]=[CH:15][CH:14]=[CH:13][CH:12]=1.CN(C(ON1N=[N:62][C:57]2[CH:58]=[CH:59][CH:60]=N[C:56]1=2)=[N+](C)C)C.F[P-](F)(F)(F)(F)F. (2) The reactants are: [C:1]([O:5][C:6](=[O:46])[CH2:7][CH:8]1[C:13]([F:15])([F:14])[CH2:12][CH:11]([C:16]2[CH:21]=[CH:20][C:19]([C:22]([F:25])([F:24])[F:23])=[CH:18][CH:17]=2)[N:10](C(OCC2C=CC=CC=2)=O)[CH:9]1[C:36]1[CH:41]=[CH:40][C:39]([C:42]([F:45])([F:44])[F:43])=[CH:38][CH:37]=1)([CH3:4])([CH3:3])[CH3:2]. Given the product [F:15][C:13]1([F:14])[CH2:12][CH:11]([C:16]2[CH:21]=[CH:20][C:19]([C:22]([F:25])([F:24])[F:23])=[CH:18][CH:17]=2)[NH:10][CH:9]([C:36]2[CH:41]=[CH:40][C:39]([C:42]([F:43])([F:44])[F:45])=[CH:38][CH:37]=2)[CH:8]1[CH2:7][C:6]([O:5][C:1]([CH3:3])([CH3:2])[CH3:4])=[O:46], predict the reactants needed to synthesize it.